This data is from Full USPTO retrosynthesis dataset with 1.9M reactions from patents (1976-2016). The task is: Predict the reactants needed to synthesize the given product. (1) Given the product [CH:28]1([CH2:33][CH:34]([C:38]2[CH:43]=[CH:42][C:41]([F:44])=[C:40]([C:45]([F:48])([F:47])[F:46])[CH:39]=2)[C:35]([NH:49][C:50]2[CH:55]=[CH:54][C:53]([N+:56]([O-:58])=[O:57])=[CH:52][N:51]=2)=[O:37])[CH2:29][CH2:30][CH2:31][CH2:32]1, predict the reactants needed to synthesize it. The reactants are: C1(P(C2C=CC=CC=2)C2C=CC=CC=2)C=CC=CC=1.BrN1C(=O)CCC1=O.[CH:28]1([CH2:33][CH:34]([C:38]2[CH:43]=[CH:42][C:41]([F:44])=[C:40]([C:45]([F:48])([F:47])[F:46])[CH:39]=2)[C:35]([OH:37])=O)[CH2:32][CH2:31][CH2:30][CH2:29]1.[NH2:49][C:50]1[CH:55]=[CH:54][C:53]([N+:56]([O-:58])=[O:57])=[CH:52][N:51]=1.N1C=CC=CC=1. (2) Given the product [Cl:1][C:2]1[CH:3]=[C:4]([CH:9]([OH:23])[CH:10]=[CH:11][C:12]2[CH:17]=[CH:16][C:15]([N+:18]([O-:20])=[O:19])=[C:14]([OH:21])[CH:13]=2)[CH:5]=[CH:6][C:7]=1[Cl:8], predict the reactants needed to synthesize it. The reactants are: [Cl:1][C:2]1[CH:3]=[C:4]([C:9](=[O:23])[CH2:10][CH:11](O)[C:12]2[CH:17]=[CH:16][C:15]([N+:18]([O-:20])=[O:19])=[C:14]([OH:21])[CH:13]=2)[CH:5]=[CH:6][C:7]=1[Cl:8].[OH-].[Na+].OS(O)(=O)=O. (3) Given the product [I:20][C:17]1[CH:18]=[CH:19][C:14]([CH2:13][C@H:9]([NH:8][C:6](=[O:7])[O:5][C:1]([CH3:2])([CH3:3])[CH3:4])[C:10](=[O:12])[N:21]2[CH2:26][CH2:25][CH2:24][CH2:23][CH2:22]2)=[CH:15][CH:16]=1, predict the reactants needed to synthesize it. The reactants are: [C:1]([O:5][C:6]([NH:8][C@@H:9]([CH2:13][C:14]1[CH:19]=[CH:18][C:17]([I:20])=[CH:16][CH:15]=1)[C:10]([OH:12])=O)=[O:7])([CH3:4])([CH3:3])[CH3:2].[NH:21]1[CH2:26][CH2:25][CH2:24][CH2:23][CH2:22]1.CN(C(ON1N=NC2C=CC=NC1=2)=[N+](C)C)C.F[P-](F)(F)(F)(F)F.CCN(C(C)C)C(C)C. (4) Given the product [CH:1]1([CH2:7][NH:8][C:9]([O:11][C:12]2[CH:13]=[C:14]([CH:18]=[CH:19][CH:20]=2)[C:15]([OH:17])=[O:16])=[O:10])[CH2:6][CH2:5][CH2:4][CH2:3][CH2:2]1, predict the reactants needed to synthesize it. The reactants are: [CH:1]1([CH2:7][N:8]=[C:9]=[O:10])[CH2:6][CH2:5][CH2:4][CH2:3][CH2:2]1.[OH:11][C:12]1[CH:13]=[C:14]([CH:18]=[CH:19][CH:20]=1)[C:15]([OH:17])=[O:16]. (5) Given the product [CH:32]1([C:30]2[NH:29][N:28]=[C:27]([NH:26][C:24]3[C:23]([C:35]#[CH:36])=[CH:22][N:21]=[C:20]([C:9]4[S:10][C:11]([S:14]([CH3:17])(=[O:15])=[O:16])=[CH:12][CH:13]=4)[N:25]=3)[CH:31]=2)[CH2:34][CH2:33]1, predict the reactants needed to synthesize it. The reactants are: CC1(C)C(C)(C)OB([C:9]2[S:10][C:11]([S:14]([CH3:17])(=[O:16])=[O:15])=[CH:12][CH:13]=2)O1.Br[C:20]1[N:25]=[C:24]([NH:26][C:27]2[CH:31]=[C:30]([CH:32]3[CH2:34][CH2:33]3)[NH:29][N:28]=2)[C:23]([C:35]#[C:36][Si](C)(C)C)=[CH:22][N:21]=1.C([O-])([O-])=O.[K+].[K+].O1CCOCC1. (6) Given the product [CH2:11]([C:10]1[CH:9]=[CH:17][C:18]2[C:23](=[CH:22][CH:21]=[CH:20][CH:19]=2)[N:13]=1)[CH3:12], predict the reactants needed to synthesize it. The reactants are: C(NC(C)C)(C)C.[Li][CH2:9][CH2:10][CH2:11][CH3:12].[N:13]1[C:23]2[C:18](=[CH:19][CH:20]=[CH:21][CH:22]=2)[CH:17]=CC=1C.CI.